Dataset: Catalyst prediction with 721,799 reactions and 888 catalyst types from USPTO. Task: Predict which catalyst facilitates the given reaction. (1) Reactant: [C:1]1([C@H:7]2[C@H:16]3[CH2:17][CH2:18][N:19]([C:20]([C@H:22]4[CH2:27][CH2:26][CH2:25][CH2:24][C@H:23]4[NH:28][C:29]([C:31]4[CH:39]=[CH:38][CH:37]=[CH:36][C:32]=4[C:33]([OH:35])=O)=[O:30])=[O:21])[C@H:15]3[C:14]3[CH:13]=[CH:12][CH:11]=[CH:10][C:9]=3[NH:8]2)[CH:6]=[CH:5][CH:4]=[CH:3][CH:2]=1.C(N(CC)CC)C.CCOC(OC(OCC)=O)=O.O. Product: [C:1]1([C@H:7]2[C@H:16]3[CH2:17][CH2:18][N:19]([C:20]([C@H:22]4[CH2:27][CH2:26][CH2:25][CH2:24][C@H:23]4[N:28]4[C:33](=[O:35])[C:32]5[C:31](=[CH:39][CH:38]=[CH:37][CH:36]=5)[C:29]4=[O:30])=[O:21])[C@H:15]3[C:14]3[CH:13]=[CH:12][CH:11]=[CH:10][C:9]=3[NH:8]2)[CH:2]=[CH:3][CH:4]=[CH:5][CH:6]=1. The catalyst class is: 3. (2) Reactant: Br[C:2]1[C:3]2[NH:7][C:6]([C:8](C3C(C)=CC(C)=CC=3C)=[C:9]3[N:35]=[C:12]([C:13](Br)=[C:14]4[NH:33][C:17](=[C:18](C5C(C)=CC(C)=CC=5C)[C:19]5[CH:20]=[CH:21][C:22]=1[N:23]=5)[CH:16]=[CH:15]4)[CH:11]=[CH:10]3)=[CH:5][CH:4]=2.C1C=CC(P(C2C(OC3C(P(C4C=CC=CC=4)C4C=CC=CC=4)=CC=CC=3)=CC=CC=2)C2C=CC=CC=2)=CC=1.C([O-])([O-])=O.[Cs+].[Cs+].C(OCC)(=O)C. Product: [C:3]12[CH:2]=[C:22]3[N:23]=[C:19]([CH:20]=[CH:21]3)[CH:18]=[C:17]3[NH:33][C:14]([CH:15]=[CH:16]3)=[CH:13][C:12]3=[N:35][C:9]([CH:10]=[CH:11]3)=[CH:8][C:6]([NH:7]1)=[CH:5][CH:4]=2. The catalyst class is: 101. (3) Reactant: [F:1][C:2]1[CH:3]=[C:4]2[C:8](=[CH:9][C:10]=1[NH:11][C:12]([CH:14]([O:16]C(=O)C)[CH3:15])=[O:13])[NH:7][C:6](=[O:20])[CH2:5]2.O.[OH-].[Na+].Cl. The catalyst class is: 5. Product: [F:1][C:2]1[CH:3]=[C:4]2[C:8](=[CH:9][C:10]=1[NH:11][C:12](=[O:13])[CH:14]([OH:16])[CH3:15])[NH:7][C:6](=[O:20])[CH2:5]2.